Task: Predict the reaction yield, written as a fraction of the theoretical maximum amount of product (1.0 means a 100% yield; for example, 0.34 means a 34% yield).. Dataset: Reaction yield outcomes from USPTO patents with 853,638 reactions (1) The reactants are [CH:1]1[CH2:6][CH2:5][CH:4]=[CH:3][CH:2]=1.[NH:7]1[CH2:12][CH2:11][O:10][CH2:9][CH2:8]1. The catalyst is C1(C)C=CC=CC=1.C1CC=CCCC=C1.C1CC=CCCC=C1.[Ni].C1C=CC(P(C2C=CC=CC=2)[C-]2C=CC=C2)=CC=1.C1C=CC(P(C2C=CC=CC=2)[C-]2C=CC=C2)=CC=1.[Fe+2].FC(F)(F)C(O)=O. The product is [CH:2]1([N:7]2[CH2:12][CH2:11][O:10][CH2:9][CH2:8]2)[CH2:1][CH2:6][CH2:5][CH:4]=[CH:3]1. The yield is 0.820. (2) The reactants are [OH:1][C:2]1[CH:7]=[C:6]([OH:8])[C:5]([CH3:9])=[CH:4][C:3]=1[C:10](=[O:29])[CH2:11][CH2:12][C:13]1[S:14][C:15]2[CH:24]=[C:23]([C:25]([F:28])([F:27])[F:26])[CH:22]=[CH:21][C:16]=2[C:17]=1[CH2:18][CH2:19][CH3:20].[C:30](=O)([O-])[O-].[Cs+].[Cs+].Br[CH2:37][C:38]([O:40][CH3:41])=[O:39]. The catalyst is CC(C)=O. The product is [OH:1][C:2]1[C:3]([C:10](=[O:29])[CH2:11][CH2:12][C:13]2[S:14][C:15]3[CH:24]=[C:23]([C:25]([F:28])([F:26])[F:27])[CH:22]=[CH:21][C:16]=3[C:17]=2[CH2:18][CH2:19][CH3:20])=[CH:4][C:5]([CH3:9])=[C:6]([CH:7]=1)[O:8][CH2:37][C:38]([O:40][CH2:41][CH3:30])=[O:39]. The yield is 0.860.